Dataset: Catalyst prediction with 721,799 reactions and 888 catalyst types from USPTO. Task: Predict which catalyst facilitates the given reaction. (1) Reactant: [Br:1][C:2]1[CH:10]=[C:9]2[C:5]([C:6]([CH2:11][CH3:12])=[N:7][NH:8]2)=[CH:4][CH:3]=1.[O:13]1[CH:18]=[CH:17][CH2:16][CH2:15][CH2:14]1.C1(C)C=CC(S(O)(=O)=O)=CC=1. Product: [Br:1][C:2]1[CH:10]=[C:9]2[C:5]([C:6]([CH2:11][CH3:12])=[N:7][N:8]2[CH:14]2[CH2:15][CH2:16][CH2:17][CH2:18][O:13]2)=[CH:4][CH:3]=1. The catalyst class is: 7. (2) Reactant: [F:1][C:2]([F:7])([F:6])[C:3]([OH:5])=[O:4].[Cl:8][C:9]1[CH:32]=[CH:31][C:12]([C:13]([N:15]2[CH2:21][C:20]3[CH:22]=[CH:23][CH:24]=[CH:25][C:19]=3[N:18]([CH2:26][C:27]([OH:29])=O)[C:17](=[O:30])[CH2:16]2)=[O:14])=[CH:11][CH:10]=1.[NH2:33][C:34]1[CH:35]=[N:36][CH:37]=[CH:38][CH:39]=1.C(N(CC)CC)C. Product: [F:1][C:2]([F:7])([F:6])[C:3]([OH:5])=[O:4].[Cl:8][C:9]1[CH:10]=[CH:11][C:12]([C:13]([N:15]2[CH2:21][C:20]3[CH:22]=[CH:23][CH:24]=[CH:25][C:19]=3[N:18]([CH2:26][C:27]([NH:33][C:34]3[CH:35]=[N:36][CH:37]=[CH:38][CH:39]=3)=[O:29])[C:17](=[O:30])[CH2:16]2)=[O:14])=[CH:31][CH:32]=1. The catalyst class is: 4. (3) Reactant: [Cl:1][C:2]1[C:3]([CH3:12])=[C:4]([C:7]([OH:11])=[CH:8][C:9]=1[CH3:10])[CH:5]=O.C([O-])([O-])=O.[K+].[K+].[F:19][C:20]([F:29])([F:28])/[CH:21]=[CH:22]/[C:23]([O:25][CH2:26][CH3:27])=[O:24]. Product: [Cl:1][C:2]1[C:3]([CH3:12])=[C:4]2[C:7](=[CH:8][C:9]=1[CH3:10])[O:11][CH:21]([C:20]([F:19])([F:29])[F:28])[C:22]([C:23]([O:25][CH2:26][CH3:27])=[O:24])=[CH:5]2. The catalyst class is: 3. (4) Reactant: [C:1]([C:5]1[O:9][N:8]=[C:7]([NH:10][C:11]([NH:13][C:14]2[CH:19]=[CH:18][CH:17]=[C:16]([SH:20])[CH:15]=2)=[O:12])[CH:6]=1)([CH3:4])([CH3:3])[CH3:2].C(=O)([O-])[O-].[Cs+].[Cs+].Cl[C:28]1[C:37]2[C:32](=[CH:33][C:34]([O:43][CH3:44])=[C:35]([O:38][CH2:39][CH2:40][O:41][CH3:42])[CH:36]=2)[N:31]=[CH:30][N:29]=1. Product: [C:1]([C:5]1[O:9][N:8]=[C:7]([NH:10][C:11]([NH:13][C:14]2[CH:19]=[CH:18][CH:17]=[C:16]([S:20][C:28]3[C:37]4[C:32](=[CH:33][C:34]([O:43][CH3:44])=[C:35]([O:38][CH2:39][CH2:40][O:41][CH3:42])[CH:36]=4)[N:31]=[CH:30][N:29]=3)[CH:15]=2)=[O:12])[CH:6]=1)([CH3:4])([CH3:2])[CH3:3]. The catalyst class is: 7. (5) Reactant: [OH:1][C:2]1[C:11]([C:12]([O:14][CH2:15][CH2:16][CH3:17])=[O:13])=[CH:10][C:9]2[C:4](=[CH:5][CH:6]=[CH:7][CH:8]=2)[CH:3]=1.Cl[C:19]1[C:28]2[C:23](=[CH:24][C:25]([O:31][CH3:32])=[C:26]([O:29][CH3:30])[CH:27]=2)[N:22]=[CH:21][CH:20]=1.O. Product: [CH3:30][O:29][C:26]1[CH:27]=[C:28]2[C:23](=[CH:24][C:25]=1[O:31][CH3:32])[N:22]=[CH:21][CH:20]=[C:19]2[O:1][C:2]1[C:11]([C:12]([O:14][CH2:15][CH2:16][CH3:17])=[O:13])=[CH:10][C:9]2[C:4]([CH:3]=1)=[CH:5][CH:6]=[CH:7][CH:8]=2. The catalyst class is: 420.